Dataset: Forward reaction prediction with 1.9M reactions from USPTO patents (1976-2016). Task: Predict the product of the given reaction. (1) Given the reactants [I:1][C:2]1[CH:3]=[C:4]([CH:8]([NH:10][O:11][CH3:12])[CH3:9])[CH:5]=[CH:6][CH:7]=1.C(N(CC)CC)C.[F:20][CH:21]([F:31])[C:22]1[C:26]([C:27](Cl)=[O:28])=[CH:25][N:24]([CH3:30])[N:23]=1, predict the reaction product. The product is: [I:1][C:2]1[CH:3]=[C:4]([CH:8]([N:10]([O:11][CH3:12])[C:27]([C:26]2[C:22]([CH:21]([F:31])[F:20])=[N:23][N:24]([CH3:30])[CH:25]=2)=[O:28])[CH3:9])[CH:5]=[CH:6][CH:7]=1. (2) Given the reactants [C:1]1([CH3:14])[CH:6]=[C:5]([CH3:7])[CH:4]=[C:3]([CH3:8])[C:2]=1/[CH:9]=[CH:10]/[C:11]([OH:13])=O.C([N:18](C(C)C)CC)(C)C.N[N:25]([CH:33]=[NH:34])[C:26](=[O:32])[O:27][C:28]([CH3:31])([CH3:30])[CH3:29].O.ON1C2C=CC=CC=2N=N1.F[P-](F)(F)(F)(F)F.N1(OC(N(C)C)=[N+](C)C)C2C=CC=CC=2N=N1, predict the reaction product. The product is: [NH:18]=[C:33]([NH:25][C:26](=[O:32])[O:27][C:28]([CH3:31])([CH3:30])[CH3:29])[NH:34][C:11](=[O:13])/[CH:10]=[CH:9]/[C:2]1[C:1]([CH3:14])=[CH:6][C:5]([CH3:7])=[CH:4][C:3]=1[CH3:8]. (3) Given the reactants [CH3:1][C:2]1[CH:16]=[C:15]([CH3:17])[CH:14]=[C:13]([CH3:18])[C:3]=1[O:4][C:5]1[CH:12]=[CH:11][C:8]([C:9]#[N:10])=[CH:7][CH:6]=1.C1COCC1.[H-].[Al+3].[Li+].[H-].[H-].[H-].[OH-].[Na+], predict the reaction product. The product is: [CH3:1][C:2]1[CH:16]=[C:15]([CH3:17])[CH:14]=[C:13]([CH3:18])[C:3]=1[O:4][C:5]1[CH:6]=[CH:7][C:8]([CH2:9][NH2:10])=[CH:11][CH:12]=1. (4) Given the reactants C[O:2][C:3](=[O:24])[CH2:4][C@@H:5]([CH3:23])[C:6](=[O:22])[N:7]1[CH2:12][CH2:11][C:10]2[S:13][CH:14]=[CH:15][C:9]=2[CH:8]1[C:16]1[CH:21]=[CH:20][CH:19]=[CH:18][CH:17]=1.[Li+].[OH-].CC(=O)OCC, predict the reaction product. The product is: [CH3:23][C@@H:5]([C:6](=[O:22])[N:7]1[CH2:12][CH2:11][C:10]2[S:13][CH:14]=[CH:15][C:9]=2[CH:8]1[C:16]1[CH:17]=[CH:18][CH:19]=[CH:20][CH:21]=1)[CH2:4][C:3]([OH:24])=[O:2]. (5) The product is: [Cl:13][C:14]1[CH:19]=[C:18]([C:2]2[CH:7]=[CH:6][C:5]([N+:8]([O-:10])=[O:9])=[CH:4][C:3]=2[O:11][CH3:12])[CH:17]=[CH:16][N:15]=1. Given the reactants Br[C:2]1[CH:7]=[CH:6][C:5]([N+:8]([O-:10])=[O:9])=[CH:4][C:3]=1[O:11][CH3:12].[Cl:13][C:14]1[CH:19]=[C:18](B(O)O)[CH:17]=[CH:16][N:15]=1.COCCOC.C(=O)([O-])[O-].[Cs+].[Cs+].O, predict the reaction product. (6) Given the reactants [CH3:1][N:2]([C:4]([N:6]=[C:7]([NH2:9])[NH2:8])=[NH:5])[CH3:3].Cl.[C:11]([O-:24])(=[O:23])[CH2:12][CH2:13][CH2:14][CH2:15][CH2:16][CH2:17][CH2:18][CH2:19][CH2:20][CH2:21][CH3:22].[Na+].C(O)(=O)CCCCCCCCCCC, predict the reaction product. The product is: [CH3:1][N:2]([C:4]([NH:6][C:7]([NH2:9])=[NH:8])=[NH:5])[CH3:3].[C:11]([OH:24])(=[O:23])[CH2:12][CH2:13][CH2:14][CH2:15][CH2:16][CH2:17][CH2:18][CH2:19][CH2:20][CH2:21][CH3:22]. (7) Given the reactants [O:1]1[CH2:6][CH2:5][CH:4]([C:7]([C:9]2[S:13][C:12]([NH2:14])=[N:11][C:10]=2[C:15]2[CH:19]=[CH:18][O:17][CH:16]=2)=[O:8])[CH2:3][CH2:2]1.Cl.[N:21]1[CH:26]=[CH:25][CH:24]=[C:23]([CH2:27][C:28](O)=[O:29])[CH:22]=1.CCN=C=NCCCN(C)C.Cl.O.ON1C2C=CC=CC=2N=N1.C(N(CC)CC)C.C(=O)([O-])O.[Na+], predict the reaction product. The product is: [O:17]1[CH:18]=[CH:19][C:15]([C:10]2[N:11]=[C:12]([NH:14][C:28](=[O:29])[CH2:27][C:23]3[CH:22]=[N:21][CH:26]=[CH:25][CH:24]=3)[S:13][C:9]=2[C:7]([CH:4]2[CH2:5][CH2:6][O:1][CH2:2][CH2:3]2)=[O:8])=[CH:16]1.